From a dataset of Reaction yield outcomes from USPTO patents with 853,638 reactions. Predict the reaction yield, written as a fraction of the theoretical maximum amount of product (1.0 means a 100% yield; for example, 0.34 means a 34% yield). (1) The reactants are C=O.[C:3](O)(=O)C.[Cl-].[NH2+:8]1[CH2:13][CH2:12][CH:11]([C:14]2[CH:23]=[CH:22][C:17]([C:18]([O:20][CH3:21])=[O:19])=[CH:16][CH:15]=2)[CH2:10][CH2:9]1.C([BH3-])#N.[Na+]. The catalyst is C1COCC1.O. The product is [CH3:3][N:8]1[CH2:13][CH2:12][CH:11]([C:14]2[CH:23]=[CH:22][C:17]([C:18]([O:20][CH3:21])=[O:19])=[CH:16][CH:15]=2)[CH2:10][CH2:9]1. The yield is 0.544. (2) The catalyst is CN(C=O)C.CCOC(C)=O. The reactants are [Cl:1][C:2]1[C:7]([OH:8])=[C:6]([I:9])[CH:5]=[C:4]([CH2:10][OH:11])[N:3]=1.[H-].[Na+].[CH2:14](Br)[CH:15]=[CH2:16]. The yield is 0.680. The product is [CH2:16]([O:8][C:7]1[C:2]([Cl:1])=[N:3][C:4]([CH2:10][OH:11])=[CH:5][C:6]=1[I:9])[CH:15]=[CH2:14].